Dataset: Reaction yield outcomes from USPTO patents with 853,638 reactions. Task: Predict the reaction yield, written as a fraction of the theoretical maximum amount of product (1.0 means a 100% yield; for example, 0.34 means a 34% yield). The reactants are [CH3:1][O:2][C:3]([CH3:8])([CH3:7])[CH2:4][CH2:5][OH:6].[C:9]1([CH3:19])[CH:14]=[CH:13][C:12]([S:15](Cl)(=[O:17])=[O:16])=[CH:11][CH:10]=1. The yield is 0.490. The catalyst is C(Cl)Cl. The product is [CH3:19][C:9]1[CH:14]=[CH:13][C:12]([S:15]([O:6][CH2:5][CH2:4][C:3]([O:2][CH3:1])([CH3:8])[CH3:7])(=[O:17])=[O:16])=[CH:11][CH:10]=1.